Dataset: NCI-60 drug combinations with 297,098 pairs across 59 cell lines. Task: Regression. Given two drug SMILES strings and cell line genomic features, predict the synergy score measuring deviation from expected non-interaction effect. (1) Drug 1: C1=NC2=C(N1)C(=S)N=CN2. Drug 2: CC(C)CN1C=NC2=C1C3=CC=CC=C3N=C2N. Cell line: HL-60(TB). Synergy scores: CSS=28.1, Synergy_ZIP=-1.27, Synergy_Bliss=6.04, Synergy_Loewe=4.07, Synergy_HSA=4.07. (2) Drug 1: C1=CN(C(=O)N=C1N)C2C(C(C(O2)CO)O)O.Cl. Drug 2: C1=NC(=NC(=O)N1C2C(C(C(O2)CO)O)O)N. Cell line: SK-MEL-28. Synergy scores: CSS=31.6, Synergy_ZIP=-5.05, Synergy_Bliss=0.870, Synergy_Loewe=-10.6, Synergy_HSA=1.24. (3) Drug 1: CC1OCC2C(O1)C(C(C(O2)OC3C4COC(=O)C4C(C5=CC6=C(C=C35)OCO6)C7=CC(=C(C(=C7)OC)O)OC)O)O. Drug 2: CC12CCC3C(C1CCC2OP(=O)(O)O)CCC4=C3C=CC(=C4)OC(=O)N(CCCl)CCCl.[Na+]. Cell line: HL-60(TB). Synergy scores: CSS=42.5, Synergy_ZIP=-3.16, Synergy_Bliss=-6.44, Synergy_Loewe=-13.6, Synergy_HSA=-5.33. (4) Drug 1: C1CN1C2=NC(=NC(=N2)N3CC3)N4CC4. Drug 2: C1=NC2=C(N1)C(=S)N=CN2. Cell line: MALME-3M. Synergy scores: CSS=13.7, Synergy_ZIP=-7.53, Synergy_Bliss=-4.74, Synergy_Loewe=-7.42, Synergy_HSA=-3.02. (5) Drug 1: CCN(CC)CCNC(=O)C1=C(NC(=C1C)C=C2C3=C(C=CC(=C3)F)NC2=O)C. Drug 2: CN1C=C(C=N1)C2=C3N=C(C(=C(N3N=C2)N)Br)C4CCCNC4. Cell line: OVCAR3. Synergy scores: CSS=35.7, Synergy_ZIP=2.24, Synergy_Bliss=3.55, Synergy_Loewe=-9.78, Synergy_HSA=3.66. (6) Drug 1: CC1=C(N=C(N=C1N)C(CC(=O)N)NCC(C(=O)N)N)C(=O)NC(C(C2=CN=CN2)OC3C(C(C(C(O3)CO)O)O)OC4C(C(C(C(O4)CO)O)OC(=O)N)O)C(=O)NC(C)C(C(C)C(=O)NC(C(C)O)C(=O)NCCC5=NC(=CS5)C6=NC(=CS6)C(=O)NCCC[S+](C)C)O. Drug 2: C(CCl)NC(=O)N(CCCl)N=O. Cell line: OVCAR3. Synergy scores: CSS=33.0, Synergy_ZIP=8.00, Synergy_Bliss=10.4, Synergy_Loewe=1.52, Synergy_HSA=10.3. (7) Drug 1: CCC1(CC2CC(C3=C(CCN(C2)C1)C4=CC=CC=C4N3)(C5=C(C=C6C(=C5)C78CCN9C7C(C=CC9)(C(C(C8N6C=O)(C(=O)OC)O)OC(=O)C)CC)OC)C(=O)OC)O.OS(=O)(=O)O. Drug 2: B(C(CC(C)C)NC(=O)C(CC1=CC=CC=C1)NC(=O)C2=NC=CN=C2)(O)O. Cell line: TK-10. Synergy scores: CSS=23.9, Synergy_ZIP=-1.15, Synergy_Bliss=-4.10, Synergy_Loewe=-31.3, Synergy_HSA=-7.63. (8) Drug 1: C1=NC2=C(N=C(N=C2N1C3C(C(C(O3)CO)O)O)F)N. Drug 2: C1=CN(C=N1)CC(O)(P(=O)(O)O)P(=O)(O)O. Cell line: LOX IMVI. Synergy scores: CSS=0.745, Synergy_ZIP=2.51, Synergy_Bliss=1.64, Synergy_Loewe=-4.55, Synergy_HSA=-3.12. (9) Drug 1: C1C(C(OC1N2C=NC3=C(N=C(N=C32)Cl)N)CO)O. Drug 2: C1=CC=C(C=C1)NC(=O)CCCCCCC(=O)NO. Cell line: MDA-MB-435. Synergy scores: CSS=29.8, Synergy_ZIP=-3.16, Synergy_Bliss=4.00, Synergy_Loewe=-8.62, Synergy_HSA=2.37.